This data is from Full USPTO retrosynthesis dataset with 1.9M reactions from patents (1976-2016). The task is: Predict the reactants needed to synthesize the given product. (1) Given the product [C:25]1([CH3:24])[CH:26]=[CH:27][C:28]([S:31]([NH:34][C:35]2[CH:40]=[CH:39][C:38]([C:2]3[C:3]4[S:10][C:9]([C:11]5[CH2:12][CH2:13][N:14]([C:17]([O:19][C:20]([CH3:23])([CH3:22])[CH3:21])=[O:18])[CH2:15][CH:16]=5)=[CH:8][C:4]=4[N:5]=[CH:6][N:7]=3)=[CH:37][CH:36]=2)(=[O:32])=[O:33])=[CH:29][CH:30]=1, predict the reactants needed to synthesize it. The reactants are: Cl[C:2]1[C:3]2[S:10][C:9]([C:11]3[CH2:12][CH2:13][N:14]([C:17]([O:19][C:20]([CH3:23])([CH3:22])[CH3:21])=[O:18])[CH2:15][CH:16]=3)=[CH:8][C:4]=2[N:5]=[CH:6][N:7]=1.[CH3:24][C:25]1[CH:30]=[CH:29][C:28]([S:31]([NH:34][C:35]2[CH:40]=[CH:39][C:38](B3OC(C)(C)C(C)(C)O3)=[CH:37][CH:36]=2)(=[O:33])=[O:32])=[CH:27][CH:26]=1.C(=O)([O-])[O-].[K+].[K+]. (2) Given the product [Br:1][C:2]1[S:6][C:5](/[CH:7]=[C:14](/[C:13]2[CH:17]=[CH:18][C:19]([O:20][CH3:21])=[C:11]([O:10][CH3:9])[CH:12]=2)\[C:15]#[N:16])=[CH:4][CH:3]=1, predict the reactants needed to synthesize it. The reactants are: [Br:1][C:2]1[S:6][C:5]([CH:7]=O)=[CH:4][CH:3]=1.[CH3:9][O:10][C:11]1[CH:12]=[C:13]([CH:17]=[CH:18][C:19]=1[O:20][CH3:21])[CH2:14][C:15]#[N:16]. (3) The reactants are: [Cl:1][S:2]([OH:5])(=O)=[O:3].[CH3:6][C:7]1[CH:19]=[CH:18][C:17]([CH3:20])=[CH:16][C:8]=1[O:9][CH2:10][C:11]([O:13][CH2:14][CH3:15])=[O:12]. Given the product [Cl:1][S:2]([C:18]1[C:17]([CH3:20])=[CH:16][C:8]([O:9][CH2:10][C:11]([O:13][CH2:14][CH3:15])=[O:12])=[C:7]([CH3:6])[CH:19]=1)(=[O:5])=[O:3], predict the reactants needed to synthesize it. (4) The reactants are: [CH:1]1([CH:7]([OH:26])[C:8]2([C:23]([OH:25])=[O:24])[C:12](O)([CH3:13])[CH:11]([CH:15]([OH:21])[CH2:16][CH2:17][CH2:18][CH2:19][CH3:20])[C:10](=[O:22])[NH:9]2)[CH2:6][CH2:5][CH2:4][CH:3]=[CH:2]1.C(N(CC)CC)C.C1N(P(Cl)(N2C(=O)OCC2)=O)C(=O)OC1.C(=O)([O-])O.[Na+]. Given the product [CH:1]1([CH:7]([OH:26])[C:8]23[C:23](=[O:24])[O:25][C:12]2([CH3:13])[CH:11]([CH:15]([OH:21])[CH2:16][CH2:17][CH2:18][CH2:19][CH3:20])[C:10](=[O:22])[NH:9]3)[CH2:6][CH2:5][CH2:4][CH:3]=[CH:2]1, predict the reactants needed to synthesize it.